From a dataset of Reaction yield outcomes from USPTO patents with 853,638 reactions. Predict the reaction yield, written as a fraction of the theoretical maximum amount of product (1.0 means a 100% yield; for example, 0.34 means a 34% yield). (1) The reactants are [CH3:1][S:2]([O-:4])=[O:3].[Na+].Cl[CH:7]([CH3:13])[C:8]([O:10][CH2:11][CH3:12])=[O:9]. The catalyst is C(O)C. The product is [CH3:1][S:2]([CH:7]([CH3:13])[C:8]([O:10][CH2:11][CH3:12])=[O:9])(=[O:4])=[O:3]. The yield is 0.730. (2) The reactants are [OH:1][C@H:2]1[CH2:7][CH2:6][C@H:5]([N:8]2[C:16](=[O:17])[C:15]3[C:10](=[CH:11][CH:12]=[CH:13][CH:14]=3)[C:9]2=[O:18])[CH2:4][CH2:3]1.C1(P(C2C=CC=CC=2)C2C=CC=CC=2)C=CC=CC=1.[N+:38]([C:41]1[CH:49]=[CH:48][C:44]([C:45](O)=[O:46])=[CH:43][CH:42]=1)([O-:40])=[O:39].N(C(OC(C)C)=O)=NC(OC(C)C)=O. The catalyst is C1COCC1. The product is [O:17]=[C:16]1[C:15]2[C:10](=[CH:11][CH:12]=[CH:13][CH:14]=2)[C:9](=[O:18])[N:8]1[C@@H:5]1[CH2:4][CH2:3][C@H:2]([O:1][C:45](=[O:46])[C:44]2[CH:43]=[CH:42][C:41]([N+:38]([O-:40])=[O:39])=[CH:49][CH:48]=2)[CH2:7][CH2:6]1. The yield is 0.870. (3) The reactants are Cl[CH2:2][C:3]([N:5]1[C:14]2[C:9](=[CH:10][CH:11]=[CH:12][CH:13]=2)[CH2:8][CH2:7][CH2:6]1)=[O:4].[CH3:15][N:16]1[C:20]2[CH:21]=[CH:22][CH:23]=[CH:24][C:19]=2[N:18]=[C:17]1[SH:25]. No catalyst specified. The product is [N:5]1([C:3](=[O:4])[CH2:2][S:25][C:17]2[N:16]([CH3:15])[C:20]3[CH:21]=[CH:22][CH:23]=[CH:24][C:19]=3[N:18]=2)[C:14]2[C:9](=[CH:10][CH:11]=[CH:12][CH:13]=2)[CH2:8][CH2:7][CH2:6]1. The yield is 0.770. (4) The reactants are [CH2:1]([B:7]([OH:9])O)[CH2:2][CH2:3][CH2:4]C=C.[C:10]12([OH:21])[CH2:18][CH:14]([C:15]1([CH3:17])[CH3:16])[CH2:13][CH2:12][C:11]2([OH:20])[CH3:19].C(Cl)[Cl:23].[Li+].CC([N-][CH:30]([CH3:32])[CH3:31])C. The catalyst is [Cl-].[Cl-].[Zn+2].C1COCC1. The product is [Cl:23][C@H:1]([B:7]([O:21][C:10]12[CH2:18][CH:14]([C:15]1([CH3:17])[CH3:16])[CH2:13][CH2:12][C:11]2([OH:20])[CH3:19])[OH:9])[CH2:2][CH2:3][CH2:4][CH2:32][CH:30]=[CH2:31]. The yield is 0.550. (5) The reactants are [C:1]([C:3]1[CH:8]=[C:7]([CH3:9])[N:6]2[C:10]([CH2:18][CH:19]3[CH2:24][CH2:23][C:22]([F:26])([F:25])[CH2:21][CH2:20]3)=[C:11](C(OCC)=O)[N:12]=[C:5]2[CH:4]=1)#[N:2].[CH3:27][Mg]Br.[Cl-].[NH4+].[CH2:32]1[CH2:36][O:35]CC1. The catalyst is CCCCCCC.C(OCC)(=O)C. The product is [F:26][C:22]1([F:25])[CH2:21][CH2:20][CH:19]([CH2:18][C:10]2[N:6]3[C:7]([CH3:9])=[CH:8][C:3]([C:1]#[N:2])=[CH:4][C:5]3=[N:12][C:11]=2[C:36]([OH:35])([CH3:32])[CH3:27])[CH2:24][CH2:23]1. The yield is 0.590.